The task is: Predict the product of the given reaction.. This data is from Forward reaction prediction with 1.9M reactions from USPTO patents (1976-2016). (1) Given the reactants C(OC([N:8]1[CH2:17][CH2:16][C:15]2[C@:10]([CH2:28][O:29][CH3:30])([CH2:11][C:12]3[CH:20]=[N:19][N:18]([C:21]4[CH:26]=[CH:25][C:24]([F:27])=[CH:23][CH:22]=4)[C:13]=3[CH:14]=2)[CH2:9]1)=O)(C)(C)C.[Br:31][C:32]1[CH:37]=[CH:36][C:35]([S:38](Cl)(=[O:40])=[O:39])=[CH:34][CH:33]=1, predict the reaction product. The product is: [Br:31][C:32]1[CH:37]=[CH:36][C:35]([S:38]([N:8]2[CH2:17][CH2:16][C:15]3[C@:10]([CH2:28][O:29][CH3:30])([CH2:11][C:12]4[CH:20]=[N:19][N:18]([C:21]5[CH:22]=[CH:23][C:24]([F:27])=[CH:25][CH:26]=5)[C:13]=4[CH:14]=3)[CH2:9]2)(=[O:40])=[O:39])=[CH:34][CH:33]=1. (2) Given the reactants [CH3:1][Si:2]([CH3:5])([CH3:4])Cl.[CH2:6]([C:8]([CH2:10][CH3:11])=[O:9])[CH3:7], predict the reaction product. The product is: [CH3:1][Si:2]([CH3:5])([CH3:4])[O:9][C:8]([CH2:10][CH3:11])=[CH:6][CH3:7]. (3) Given the reactants [OH:1][CH:2]([C:8]1[CH:13]=[CH:12][C:11]([CH3:14])=[CH:10][CH:9]=1)[C:3](=[CH2:7])[C:4]([O-:6])=[O:5].N1C=CC=C[CH:16]=1.[C:21](Cl)(=[O:23])[CH3:22].Cl, predict the reaction product. The product is: [C:21]([O:1][CH:2]([C:8]1[CH:9]=[CH:10][C:11]([CH3:14])=[CH:12][CH:13]=1)[C:3](=[CH2:7])[C:4]([O:6][CH3:16])=[O:5])(=[O:23])[CH3:22]. (4) Given the reactants [F:1][C:2]1[C:3]([C:10]2[CH:15]=[CH:14][C:13]([C:16]([O:18]C)=[O:17])=[CH:12][C:11]=2[C:20]([O:22][CH3:23])=[O:21])=[CH:4][C:5]([O:8][CH3:9])=[N:6][CH:7]=1.[OH-].[K+].Cl, predict the reaction product. The product is: [F:1][C:2]1[C:3]([C:10]2[CH:15]=[CH:14][C:13]([C:16]([OH:18])=[O:17])=[CH:12][C:11]=2[C:20]([O:22][CH3:23])=[O:21])=[CH:4][C:5]([O:8][CH3:9])=[N:6][CH:7]=1. (5) Given the reactants [C:1]([NH:4][C:5]1[C:6]2[CH:13]=[CH:12][N:11]([C@@H:14]3[O:26][C@H:25]([CH2:27][O:28][C:29](=[O:31])[CH3:30])[C@@H:20]([O:21][C:22](=[O:24])[CH3:23])[C@@:15]3([CH3:32])[O:16][C:17](=[O:19])[CH3:18])[C:7]=2[N:8]=[CH:9][N:10]=1)(=[O:3])[CH3:2].[Br:33]N1C(=O)CCC1=O, predict the reaction product. The product is: [C:1]([NH:4][C:5]1[C:6]2[C:13]([Br:33])=[CH:12][N:11]([C@@H:14]3[O:26][C@H:25]([CH2:27][O:28][C:29](=[O:31])[CH3:30])[C@@H:20]([O:21][C:22](=[O:24])[CH3:23])[C@@:15]3([CH3:32])[O:16][C:17](=[O:19])[CH3:18])[C:7]=2[N:8]=[CH:9][N:10]=1)(=[O:3])[CH3:2]. (6) Given the reactants Br[CH2:2][C:3]1[CH:8]=[CH:7][C:6]([CH2:9][C:10]([OH:12])=O)=[CH:5][CH:4]=1.[NH3:13].CCO, predict the reaction product. The product is: [NH2:13][CH2:2][C:3]1[CH:8]=[CH:7][C:6]([CH2:9][CH2:10][OH:12])=[CH:5][CH:4]=1.